Predict which catalyst facilitates the given reaction. From a dataset of Catalyst prediction with 721,799 reactions and 888 catalyst types from USPTO. (1) Reactant: [Cl:1][C:2]1[CH:7]=[C:6]([S:8]([C:11]([F:14])([F:13])[F:12])(=[O:10])=[O:9])[CH:5]=[CH:4][C:3]=1[NH:15][C:16]([C:18]1[C:27]([CH3:28])=[CH:26][C:25]2[C:20](=[CH:21][CH:22]=[CH:23][CH:24]=2)[C:19]=1[OH:29])=[O:17].[Br:30]Br. Product: [Cl:1][C:2]1[CH:7]=[C:6]([S:8]([C:11]([F:12])([F:13])[F:14])(=[O:9])=[O:10])[CH:5]=[CH:4][C:3]=1[NH:15][C:16]([C:18]1[C:27]([CH3:28])=[C:26]([Br:30])[C:25]2[C:20](=[CH:21][CH:22]=[CH:23][CH:24]=2)[C:19]=1[OH:29])=[O:17]. The catalyst class is: 4. (2) The catalyst class is: 7. Reactant: [F:1][C:2]1[CH:11]=[CH:10][CH:9]=[C:8]2[C:3]=1[C:4]1([CH2:15][CH2:14][CH2:13]1)[CH2:5][C:6](=O)[NH:7]2. Product: [F:1][C:2]1[CH:11]=[CH:10][CH:9]=[C:8]2[C:3]=1[C:4]1([CH2:15][CH2:14][CH2:13]1)[CH2:5][CH2:6][NH:7]2. (3) Reactant: O[CH2:2][C:3]1[CH:8]=[CH:7][C:6]([C:9]2[CH:10]=[C:11]([CH:14]=[O:15])[S:12][CH:13]=2)=[CH:5][CH:4]=1.C(N(CC)CC)C.CS([Cl:27])(=O)=O.[Cl-].[Li+]. Product: [Cl:27][CH2:2][C:3]1[CH:8]=[CH:7][C:6]([C:9]2[CH:10]=[C:11]([CH:14]=[O:15])[S:12][CH:13]=2)=[CH:5][CH:4]=1. The catalyst class is: 35. (4) Reactant: C(OC([NH:8][C:9]1[CH:10]=[C:11]([CH:15]=[C:16]([C:18]2[C:19]([N:33]3[CH2:38][CH2:37][O:36][CH2:35][CH2:34]3)=[N:20][C:21]([NH:24][C:25]3[CH:30]=[CH:29][C:28]([F:31])=[C:27]([Cl:32])[CH:26]=3)=[N:22][CH:23]=2)[CH:17]=1)[C:12]([OH:14])=[O:13])=O)(C)(C)C.Cl. Product: [NH2:8][C:9]1[CH:10]=[C:11]([CH:15]=[C:16]([C:18]2[C:19]([N:33]3[CH2:34][CH2:35][O:36][CH2:37][CH2:38]3)=[N:20][C:21]([NH:24][C:25]3[CH:30]=[CH:29][C:28]([F:31])=[C:27]([Cl:32])[CH:26]=3)=[N:22][CH:23]=2)[CH:17]=1)[C:12]([OH:14])=[O:13]. The catalyst class is: 12. (5) Reactant: [Br:1][C:2]1[CH:3]=[C:4]([C:8]2([C:13]([OH:15])=O)[CH2:12][CH2:11][CH2:10][CH2:9]2)[CH:5]=[N:6][CH:7]=1.C(N(CC)CC)C.ClC(OCC)=O.[N-:29]=[N+:30]=[N-:31].[Na+]. Product: [Br:1][C:2]1[CH:3]=[C:4]([C:8]2([C:13]([N:29]=[N+:30]=[N-:31])=[O:15])[CH2:12][CH2:11][CH2:10][CH2:9]2)[CH:5]=[N:6][CH:7]=1. The catalyst class is: 20. (6) Reactant: [Na].CCO.[C:5]([O:9][C:10]([N:12]1[CH2:17][CH2:16][N:15]([C@@H:18]2[CH2:23][CH2:22][CH2:21][CH2:20][C@@H:19]2[C:24]([O:26][CH2:27][CH3:28])=[O:25])[CH2:14][CH2:13]1)=[O:11])([CH3:8])([CH3:7])[CH3:6]. Product: [C:5]([O:9][C:10]([N:12]1[CH2:13][CH2:14][N:15]([C@@H:18]2[CH2:23][CH2:22][CH2:21][CH2:20][C@H:19]2[C:24]([O:26][CH2:27][CH3:28])=[O:25])[CH2:16][CH2:17]1)=[O:11])([CH3:8])([CH3:7])[CH3:6]. The catalyst class is: 25. (7) Reactant: [CH2:1]([N:3]([CH2:16][CH3:17])[C:4](=[O:15])[C:5]1[CH:10]=[CH:9][C:8](F)=[C:7]([N+:12]([O-:14])=[O:13])[CH:6]=1)[CH3:2].[CH3:18][O:19][CH2:20][CH2:21][NH2:22]. Product: [CH2:1]([N:3]([CH2:16][CH3:17])[C:4](=[O:15])[C:5]1[CH:10]=[CH:9][C:8]([NH:22][CH2:21][CH2:20][O:19][CH3:18])=[C:7]([N+:12]([O-:14])=[O:13])[CH:6]=1)[CH3:2]. The catalyst class is: 14. (8) Reactant: Cl.[CH3:2][O:3][C:4]([C:6]1[C:10]([NH:11][C:12](=[O:24])[C:13]2[CH:18]=[CH:17][CH:16]=[C:15]([C:19]3[CH:20]=[N:21][NH:22][CH:23]=3)[CH:14]=2)=[CH:9][N:8]([CH:25]2[CH2:30][CH2:29][O:28][CH2:27][CH2:26]2)[N:7]=1)=[O:5].C([O-])([O-])=O.[Cs+].[Cs+].[C:37]([O:41][C:42]([NH:44][CH2:45][CH2:46][O:47][CH2:48][CH2:49]OS(C)(=O)=O)=[O:43])([CH3:40])([CH3:39])[CH3:38].O. Product: [CH3:2][O:3][C:4]([C:6]1[C:10]([NH:11][C:12](=[O:24])[C:13]2[CH:18]=[CH:17][CH:16]=[C:15]([C:19]3[CH:20]=[N:21][N:22]([CH2:49][CH2:48][O:47][CH2:46][CH2:45][NH:44][C:42]([O:41][C:37]([CH3:38])([CH3:40])[CH3:39])=[O:43])[CH:23]=3)[CH:14]=2)=[CH:9][N:8]([CH:25]2[CH2:30][CH2:29][O:28][CH2:27][CH2:26]2)[N:7]=1)=[O:5]. The catalyst class is: 3.